This data is from Human Reference Interactome with 51,813 positive PPI pairs across 8,248 proteins, plus equal number of experimentally-validated negative pairs. The task is: Binary Classification. Given two protein amino acid sequences, predict whether they physically interact or not. (1) Protein 1 (ENSG00000176783) has sequence MADREGGCAAGRGRELEPELEPGPGPGSALEPGEEFEIVDRSQLPGPGDLRSATRPRAAEGWSAPILTLARRATGNLSASCGSALRAAAGLGGGDSGDGTARAASKCQMMEERANLMHMMKLSIKVLLQSALSLGRSLDADHAPLQQFFVVMEHCLKHGLKVKKSFIGQNKSFFGPLELVEKLCPEASDIATSVRNLPELKTAVGRGRAWLYLALMQKKLADYLKVLIDNKHLLSEFYEPEALMMEEEGMVIVGLLVGLNVLDANLCLKGEDLDSQVGVIDFSLYLKDVQDLDGGKEHER.... Protein 2 (ENSG00000134873) has sequence MASTASEIIAFMVSISGWVLVSSTLPTDYWKVSTIDGTVITTATYWANLWKACVTDSTGVSNCKDFPSMLALDGYIQACRGLMIAAVSLGFFGSIFALFGMKCTKVGGSDKAKAKIACLAGIVFILSGLCSMTGCSLYANKITTEFFDPLFVEQKYELGAALFIGWAGASLCIIGGVIFCFSISDNNKTPRYTYNGATSVMSSRTKYHGGEDFKTTNPSKQFDKNAYV*MSRAQIWALVSGVGGFGALVAATTSNEWKVTTRASSVITATWVYQGLWMNCAGNALGSFHCRPHFTIFKVA.... Result: 0 (the proteins do not interact). (2) Protein 1 (ENSG00000165804) has sequence MEGSRPRAPSGHLAPSPPAFDGELDLQRYSNGPAVSAGSLGMGAVSWSESRAGERRFPCPVCGKRFRFNSILALHLRAHPGAQAFQCPHCGHRAAQRALLRSHLRTHQPERPRSPAARLLLELEERALLREARLGRARSSGGMQATPATEGLARPQAPSSSAFRCPYCKGKFRTSAERERHLHILHRPWKCGLCSFGSSQEEELLHHSLTAHGAPERPLAATSAAPPPQPQPQPPPQPEPRSVPQPEPEPEPEREATPTPAPAAPEEPPAPPEFRCQVCGQSFTQSWFLKGHMRKHKASF.... Protein 2 (ENSG00000112246) has sequence MKEKSKNAARTRREKENSEFYELAKLLPLPSAITSQLDKASIIRLTTSYLKMRVVFPEGLGEAWGHSSRTSPLDNVGRELGSHLLQTLDGFIFVVAPDGKIMYISETASVHLGLSQVELTGNSIYEYIHPADHDEMTAVLTAHQPYHSHFVQEYEIERSFFLRMKCVLAKRNAGLTCGGYKVIHCSGYLKIRQYSLDMSPFDGCYQNVGLVAVGHSLPPSAVTEIKLHSNMFMFRASLDMKLIFLDSRVAELTGYEPQDLIEKTLYHHVHGCDTFHLRCAHHLLLVKGQVTTKYYRFLAK.... Result: 0 (the proteins do not interact). (3) Protein 1 (ENSG00000198053) has sequence MEPAGPAPGRLGPLLCLLLAASCAWSGVAGEEELQVIQPDKSVLVAAGETATLRCTATSLIPVGPIQWFRGAGPGRELIYNQKEGHFPRVTTVSDLTKRNNMDFSIRIGNITPADAGTYYCVKFRKGSPDDVEFKSGAGTELSVRAKPSAPVVSGPAARATPQHTVSFTCESHGFSPRDITLKWFKNGNELSDFQTNVDPVGESVSYSIHSTAKVVLTREDVHSQVICEVAHVTLQGDPLRGTANLSETIRVPPTLEVTQQPVRAENQVNVTCQVRKFYPQRLQLTWLENGNVSRTETAS.... Protein 2 (ENSG00000283632) has sequence MPILKNLGVSDPKVPRAGTLPLRSSRNPFEEVSGLEEEEAGELGSLPNGTSCRRRATLEKLAGLAPFRLGWAPGRRAGSPGDGQPRSFLGRVLVPGIRRSSADFGLLARLHGTRAHGDEEAAGEAARRLAFLRLGRGSKPQRASLAERVVPAGEAAPEPPPKVPEPPKMKEPLSVLEILSLIQQRELARADEHILELEAEELAPSRGGAPGPPKAEGAGGGRRARDVALLYEALQRELWALVRETLAGPGPGACAGAGAVAQLGQVLVQEEAADGRRGPGAARKLRARWAEAVARAARER.... Result: 0 (the proteins do not interact).